Dataset: Reaction yield outcomes from USPTO patents with 853,638 reactions. Task: Predict the reaction yield, written as a fraction of the theoretical maximum amount of product (1.0 means a 100% yield; for example, 0.34 means a 34% yield). The yield is 0.820. The catalyst is C(O)C. The product is [CH:1]1([CH:7]([NH:27][C:28]2[CH:33]=[CH:32][C:31]([C:34]([NH:36][CH2:37][CH2:38][C:39]([OH:41])=[O:40])=[O:35])=[CH:30][CH:29]=2)[C:8]2[O:9][C:10]3[CH:17]=[CH:16][C:15]([O:18][CH2:19][C:20]4[CH:25]=[CH:24][N:23]=[C:22]([F:26])[CH:21]=4)=[CH:14][C:11]=3[C:12]=2[CH3:13])[CH2:6][CH2:5][CH2:4][CH2:3][CH2:2]1. The reactants are [CH:1]1([CH:7]([NH:27][C:28]2[CH:33]=[CH:32][C:31]([C:34]([N:36](C)[CH2:37][CH2:38][C:39]([O:41]CC)=[O:40])=[O:35])=[CH:30][CH:29]=2)[C:8]2[O:9][C:10]3[CH:17]=[CH:16][C:15]([O:18][CH2:19][C:20]4[CH:25]=[CH:24][N:23]=[C:22]([F:26])[CH:21]=4)=[CH:14][C:11]=3[C:12]=2[CH3:13])[CH2:6][CH2:5][CH2:4][CH2:3][CH2:2]1.[OH-].[Na+].